Dataset: Reaction yield outcomes from USPTO patents with 853,638 reactions. Task: Predict the reaction yield, written as a fraction of the theoretical maximum amount of product (1.0 means a 100% yield; for example, 0.34 means a 34% yield). (1) The reactants are [CH2:1]([C:3]1[C:4]([O:14][CH2:15][CH2:16][CH2:17][C:18]2[C:19]([CH:33]([CH2:36][CH3:37])[CH2:34][CH3:35])=[N:20][N:21]([C:23]3[CH:28]=[CH:27][C:26]([C:29]([F:32])([F:31])[F:30])=[CH:25][N:24]=3)[CH:22]=2)=[C:5]([CH2:9][C:10]([O:12]C)=[O:11])[CH:6]=[CH:7][CH:8]=1)[CH3:2].[OH-].[Na+].O1CCCC1.Cl. The catalyst is CO. The product is [CH2:1]([C:3]1[C:4]([O:14][CH2:15][CH2:16][CH2:17][C:18]2[C:19]([CH:33]([CH2:34][CH3:35])[CH2:36][CH3:37])=[N:20][N:21]([C:23]3[CH:28]=[CH:27][C:26]([C:29]([F:32])([F:31])[F:30])=[CH:25][N:24]=3)[CH:22]=2)=[C:5]([CH2:9][C:10]([OH:12])=[O:11])[CH:6]=[CH:7][CH:8]=1)[CH3:2]. The yield is 0.750. (2) The reactants are [Si]([O:8][CH2:9][CH2:10][O:11][C:12]1[C:19]([CH3:20])=[CH:18][C:15]([CH:16]=O)=[CH:14][C:13]=1[CH3:21])(C(C)(C)C)(C)C.[NH2:22][C:23]1[CH:41]=[CH:40][CH:39]=[CH:38][C:24]=1[C:25]([NH:27][C:28]1[CH:37]=[CH:36][C:31]([C:32]([O:34][CH3:35])=[O:33])=[CH:30][CH:29]=1)=[O:26]. The catalyst is CCO. The product is [OH:8][CH2:9][CH2:10][O:11][C:12]1[C:13]([CH3:21])=[CH:14][C:15]([C:16]2[N:27]([C:28]3[CH:37]=[CH:36][C:31]([C:32]([O:34][CH3:35])=[O:33])=[CH:30][CH:29]=3)[C:25](=[O:26])[C:24]3[C:23](=[CH:41][CH:40]=[CH:39][CH:38]=3)[N:22]=2)=[CH:18][C:19]=1[CH3:20]. The yield is 0.340. (3) The reactants are [Br:1][CH2:2][C:3]([O:5][C:6]1([CH2:11][CH3:12])[CH2:10][CH2:9][CH2:8][CH2:7]1)=[O:4].[Br-].[OH:14][C:15]1[C:20]([CH3:21])=[CH:19][C:18]([S+:22]2[C:26]3[CH:27]=[CH:28][CH:29]=[CH:30][C:25]=3[C:24]3[CH:31]=[CH:32][CH:33]=[CH:34][C:23]2=3)=[CH:17][C:16]=1[CH3:35].C(=O)([O-])[O-].[Cs+].[Cs+]. The catalyst is CN(C)C=O.O.ClCCl. The product is [Br-:1].[CH2:11]([C:6]1([O:5][C:3](=[O:4])[CH2:2][O:14][C:15]2[C:16]([CH3:35])=[CH:17][C:18]([S+:22]3[C:23]4[CH:34]=[CH:33][CH:32]=[CH:31][C:24]=4[C:25]4[CH:30]=[CH:29][CH:28]=[CH:27][C:26]3=4)=[CH:19][C:20]=2[CH3:21])[CH2:10][CH2:9][CH2:8][CH2:7]1)[CH3:12]. The yield is 0.940. (4) The reactants are Cl[C:2]1[N:7]=[C:6]([C:8]2[CH:13]=[CH:12][C:11]([N+:14]([O-:16])=[O:15])=[CH:10][CH:9]=2)[N:5]=[C:4]([N:17]2[CH:22]3[CH2:23][CH2:24][CH:18]2[CH2:19][O:20][CH2:21]3)[N:3]=1.C([Sn](CCCC)(CCCC)[C:30]1[CH2:31][CH2:32][O:33][CH2:34][CH:35]=1)CCC. The catalyst is C1C=CC([P]([Pd]([P](C2C=CC=CC=2)(C2C=CC=CC=2)C2C=CC=CC=2)([P](C2C=CC=CC=2)(C2C=CC=CC=2)C2C=CC=CC=2)[P](C2C=CC=CC=2)(C2C=CC=CC=2)C2C=CC=CC=2)(C2C=CC=CC=2)C2C=CC=CC=2)=CC=1.C1(C)C=CC=CC=1. The product is [O:33]1[CH2:32][CH:31]=[C:30]([C:2]2[N:7]=[C:6]([C:8]3[CH:13]=[CH:12][C:11]([N+:14]([O-:16])=[O:15])=[CH:10][CH:9]=3)[N:5]=[C:4]([N:17]3[CH:22]4[CH2:23][CH2:24][CH:18]3[CH2:19][O:20][CH2:21]4)[N:3]=2)[CH2:35][CH2:34]1. The yield is 0.860. (5) The reactants are Br[C:2]1[CH:7]=[CH:6][N:5]=[C:4]([Cl:8])[CH:3]=1.[CH3:9][Si:10]([C:13]#[CH:14])([CH3:12])[CH3:11]. The catalyst is C(N(CC)CC)C.[Cu]I.C1C=CC(P(C2C=CC=CC=2)C2C=CC=CC=2)=CC=1.C1C=CC(P(C2C=CC=CC=2)C2C=CC=CC=2)=CC=1.Cl[Pd]Cl. The product is [Cl:8][C:4]1[CH:3]=[C:2]([C:14]#[C:13][Si:10]([CH3:12])([CH3:11])[CH3:9])[CH:7]=[CH:6][N:5]=1. The yield is 0.910. (6) The reactants are [Cl:1][CH2:2][CH2:3][CH2:4][O:5][C:6]1[C:7]([O:19][CH3:20])=[CH:8][C:9]([N+:16]([O-])=O)=[C:10]([CH:15]=1)[C:11]([O:13][CH3:14])=[O:12].[Cl-].[NH4+]. The catalyst is O.CO.[Fe]. The product is [NH2:16][C:9]1[CH:8]=[C:7]([O:19][CH3:20])[C:6]([O:5][CH2:4][CH2:3][CH2:2][Cl:1])=[CH:15][C:10]=1[C:11]([O:13][CH3:14])=[O:12]. The yield is 0.930. (7) The reactants are [C:1]([O:5][C:6]([N:8]1[CH2:13][CH2:12][CH:11]([OH:14])[CH2:10][CH2:9]1)=[O:7])([CH3:4])([CH3:3])[CH3:2].[CH3:15][C:16]1[CH:25]=[C:24]([N+:26]([O-:28])=[O:27])[CH:23]=[C:18]([C:19]([O:21][CH3:22])=[O:20])[C:17]=1O.C1(P(C2C=CC=CC=2)C2C=CC=CC=2)C=CC=CC=1.N(C(OCC)=O)=NC(OCC)=O. The catalyst is ClCCl. The product is [C:1]([O:5][C:6]([N:8]1[CH2:13][CH2:12][CH:11]([O:14][C:17]2[C:16]([CH3:15])=[CH:25][C:24]([N+:26]([O-:28])=[O:27])=[CH:23][C:18]=2[C:19]([O:21][CH3:22])=[O:20])[CH2:10][CH2:9]1)=[O:7])([CH3:4])([CH3:2])[CH3:3]. The yield is 0.910. (8) The yield is 0.690. The catalyst is CCO.[Pd]. The product is [NH2:1][C:4]1[CH:5]=[CH:6][C:7]2[CH2:8][C@@H:9]3[O:13][C:12](=[O:14])[NH:11][C@@H:10]3[C:15]=2[CH:16]=1. The reactants are [N+:1]([C:4]1[CH:5]=[CH:6][C:7]2[CH2:8][C@@H:9]3[O:13][C:12](=[O:14])[NH:11][C@@H:10]3[C:15]=2[CH:16]=1)([O-])=O. (9) The reactants are C([O:5][C:6](=[O:46])[CH2:7][O:8][C:9]1[CH:14]=[CH:13][C:12]([S:15][C:16]2[CH:21]=[CH:20][C:19]([CH2:22][N:23]3[CH2:28][CH2:27][CH:26]([N:29]4[CH:33]([CH2:34][CH2:35][CH2:36][CH3:37])[CH2:32][N:31]([CH:38]5[CH2:43][CH2:42][O:41][CH2:40][CH2:39]5)[C:30]4=[O:44])[CH2:25][CH2:24]3)=[C:18]([CH3:45])[N:17]=2)=[CH:11][CH:10]=1)(C)(C)C.C(O)(C(F)(F)F)=O. The catalyst is C(Cl)Cl. The product is [CH2:34]([CH:33]1[N:29]([CH:26]2[CH2:27][CH2:28][N:23]([CH2:22][C:19]3[CH:20]=[CH:21][C:16]([S:15][C:12]4[CH:11]=[CH:10][C:9]([O:8][CH2:7][C:6]([OH:46])=[O:5])=[CH:14][CH:13]=4)=[N:17][C:18]=3[CH3:45])[CH2:24][CH2:25]2)[C:30](=[O:44])[N:31]([CH:38]2[CH2:43][CH2:42][O:41][CH2:40][CH2:39]2)[CH2:32]1)[CH2:35][CH2:36][CH3:37]. The yield is 0.970.